Dataset: Full USPTO retrosynthesis dataset with 1.9M reactions from patents (1976-2016). Task: Predict the reactants needed to synthesize the given product. (1) Given the product [Br:1][C:2]1[C:10]2[C:9]([NH:11][C:12]3[CH:13]=[C:14]4[CH:20]=[N:19][NH:18][C:15]4=[N:16][CH:17]=3)=[N:8][CH:7]=[N:6][C:5]=2[NH:4][C:3]=1[C:21]([N:29]1[CH2:30][CH2:31][CH:26]([N:25]([CH3:32])[CH3:24])[CH2:27][CH2:28]1)=[O:23], predict the reactants needed to synthesize it. The reactants are: [Br:1][C:2]1[C:10]2[C:9]([NH:11][C:12]3[CH:13]=[C:14]4[CH:20]=[N:19][NH:18][C:15]4=[N:16][CH:17]=3)=[N:8][CH:7]=[N:6][C:5]=2[NH:4][C:3]=1[C:21]([OH:23])=O.[CH3:24][N:25]([CH3:32])[CH:26]1[CH2:31][CH2:30][NH:29][CH2:28][CH2:27]1. (2) Given the product [CH3:28][C:27]1[O:26][C:25]([C:29]2[CH:30]=[CH:31][CH:32]=[CH:33][CH:34]=2)=[N:24][C:23]=1[CH2:22][O:21][C:20]1[CH:19]=[CH:18][C:17]([CH2:16][O:3]/[N:4]=[C:5](\[CH2:11][CH2:12][CH2:13][CH3:14])/[C:6]([OH:8])=[O:7])=[CH:36][CH:35]=1, predict the reactants needed to synthesize it. The reactants are: [H-].[Na+].[OH:3]/[N:4]=[C:5](\[CH2:11][CH2:12][CH2:13][CH3:14])/[C:6]([O:8]CC)=[O:7].Cl[CH2:16][C:17]1[CH:36]=[CH:35][C:20]([O:21][CH2:22][C:23]2[N:24]=[C:25]([C:29]3[CH:34]=[CH:33][CH:32]=[CH:31][CH:30]=3)[O:26][C:27]=2[CH3:28])=[CH:19][CH:18]=1.Cl.C(=O)(O)[O-].[Na+].